This data is from TCR-epitope binding with 47,182 pairs between 192 epitopes and 23,139 TCRs. The task is: Binary Classification. Given a T-cell receptor sequence (or CDR3 region) and an epitope sequence, predict whether binding occurs between them. (1) The epitope is LLQTGIHVRVSQPSL. The TCR CDR3 sequence is CAIRGTSGRDSEQFF. Result: 1 (the TCR binds to the epitope). (2) The epitope is NEGVKAAW. The TCR CDR3 sequence is CASSREDSSYNEQFF. Result: 0 (the TCR does not bind to the epitope).